From a dataset of Reaction yield outcomes from USPTO patents with 853,638 reactions. Predict the reaction yield, written as a fraction of the theoretical maximum amount of product (1.0 means a 100% yield; for example, 0.34 means a 34% yield). (1) The reactants are Cl[C:2]1[N:7]2[N:8]=[CH:9][CH:10]=[C:6]2[N:5]=[C:4]([NH:11][C:12](=[O:23])[C:13]2[CH:18]=[CH:17][C:16]([C:19]([OH:22])([CH3:21])[CH3:20])=[CH:15][CH:14]=2)[CH:3]=1.[CH3:24][CH:25]1[CH2:30][NH:29][CH:28]([CH3:31])[CH2:27][NH:26]1. The catalyst is CN1C(=O)CCC1.CS(C)=O.CO. The product is [CH3:24][CH:25]1[CH2:30][NH:29][CH:28]([CH3:31])[CH2:27][N:26]1[C:2]1[N:7]2[N:8]=[CH:9][CH:10]=[C:6]2[N:5]=[C:4]([NH:11][C:12](=[O:23])[C:13]2[CH:18]=[CH:17][C:16]([C:19]([OH:22])([CH3:21])[CH3:20])=[CH:15][CH:14]=2)[CH:3]=1. The yield is 0.660. (2) The reactants are Cl[S:2]([C:5]1[CH:6]=[C:7]([CH:11]=[CH:12][CH:13]=1)[C:8]([OH:10])=[O:9])(=[O:4])=[O:3].[NH2:14][C:15]1[CH:20]=[CH:19][CH:18]=[CH:17][CH:16]=1. The catalyst is C(Cl)Cl. The product is [C:15]1([NH:14][S:2]([C:5]2[CH:6]=[C:7]([CH:11]=[CH:12][CH:13]=2)[C:8]([OH:10])=[O:9])(=[O:4])=[O:3])[CH:20]=[CH:19][CH:18]=[CH:17][CH:16]=1. The yield is 1.00. (3) The reactants are [C:1]([S:5][C:6]1[CH:13]=[CH:12][CH:11]=[CH:10][C:7]=1[C:8]#[N:9])([CH3:4])([CH3:3])[CH3:2].B.C1COCC1.CO.Cl. The catalyst is C1COCC1.CCOC(C)=O. The product is [C:1]([S:5][C:6]1[CH:13]=[CH:12][CH:11]=[CH:10][C:7]=1[CH2:8][NH2:9])([CH3:4])([CH3:2])[CH3:3]. The yield is 0.280. (4) No catalyst specified. The reactants are [C:1]([C:3]1[CH:4]=[N:5][N:6]2[CH:11]=[CH:10][C:9]([C:12]3[CH:32]=[CH:31][C:15]([C:16]([N:18]4[CH2:23][CH2:22][N:21]([C:24]([O:26][C:27]([CH3:30])([CH3:29])[CH3:28])=[O:25])[CH2:20][CH2:19]4)=[O:17])=[CH:14][CH:13]=3)=[N:8][C:7]=12)#[CH:2].I[C:34]1[CH:39]=[CH:38][N:37]=[CH:36][CH:35]=1. The product is [N:37]1[CH:38]=[CH:39][C:34]([C:2]#[C:1][C:3]2[CH:4]=[N:5][N:6]3[CH:11]=[CH:10][C:9]([C:12]4[CH:13]=[CH:14][C:15]([C:16]([N:18]5[CH2:19][CH2:20][N:21]([C:24]([O:26][C:27]([CH3:28])([CH3:29])[CH3:30])=[O:25])[CH2:22][CH2:23]5)=[O:17])=[CH:31][CH:32]=4)=[N:8][C:7]=23)=[CH:35][CH:36]=1. The yield is 0.570. (5) The yield is 0.300. The product is [CH2:18]([N:16]1[CH:17]=[C:13]([C:7]2[CH:8]=[CH:9][CH:10]=[CH:11][CH:12]=2)[N:14]=[C:15]1[C:35]([C:32]1[CH:33]=[CH:34][C:29]([CH3:38])=[CH:30][CH:31]=1)=[O:36])[CH:19]=[CH2:20]. The catalyst is CN(C=O)C.O. The reactants are CC(C)([O-])C.[K+].[C:7]1([C:13]2[N:14]=[CH:15][NH:16][CH:17]=2)[CH:12]=[CH:11][CH:10]=[CH:9][CH:8]=1.[CH2:18](Br)[CH:19]=[CH2:20].C(N(CC)CC)C.[C:29]1([CH3:38])[CH:34]=[CH:33][C:32]([C:35](Cl)=[O:36])=[CH:31][CH:30]=1.